From a dataset of NCI-60 drug combinations with 297,098 pairs across 59 cell lines. Regression. Given two drug SMILES strings and cell line genomic features, predict the synergy score measuring deviation from expected non-interaction effect. (1) Drug 1: CC1=CC2C(CCC3(C2CCC3(C(=O)C)OC(=O)C)C)C4(C1=CC(=O)CC4)C. Drug 2: CN1C(=O)N2C=NC(=C2N=N1)C(=O)N. Cell line: LOX IMVI. Synergy scores: CSS=0.181, Synergy_ZIP=-1.57, Synergy_Bliss=-3.52, Synergy_Loewe=-3.86, Synergy_HSA=-2.65. (2) Drug 1: CC1C(C(CC(O1)OC2CC(OC(C2O)C)OC3=CC4=CC5=C(C(=O)C(C(C5)C(C(=O)C(C(C)O)O)OC)OC6CC(C(C(O6)C)O)OC7CC(C(C(O7)C)O)OC8CC(C(C(O8)C)O)(C)O)C(=C4C(=C3C)O)O)O)O. Drug 2: CC12CCC3C(C1CCC2O)C(CC4=C3C=CC(=C4)O)CCCCCCCCCS(=O)CCCC(C(F)(F)F)(F)F. Cell line: SW-620. Synergy scores: CSS=45.9, Synergy_ZIP=0.854, Synergy_Bliss=-2.84, Synergy_Loewe=-7.60, Synergy_HSA=-6.34. (3) Drug 1: C1=C(C(=O)NC(=O)N1)N(CCCl)CCCl. Drug 2: CC1C(C(=O)NC(C(=O)N2CCCC2C(=O)N(CC(=O)N(C(C(=O)O1)C(C)C)C)C)C(C)C)NC(=O)C3=C4C(=C(C=C3)C)OC5=C(C(=O)C(=C(C5=N4)C(=O)NC6C(OC(=O)C(N(C(=O)CN(C(=O)C7CCCN7C(=O)C(NC6=O)C(C)C)C)C)C(C)C)C)N)C. Cell line: RPMI-8226. Synergy scores: CSS=38.9, Synergy_ZIP=28.5, Synergy_Bliss=27.2, Synergy_Loewe=25.0, Synergy_HSA=25.2. (4) Drug 1: C1=C(C(=O)NC(=O)N1)N(CCCl)CCCl. Drug 2: CC12CCC3C(C1CCC2OP(=O)(O)O)CCC4=C3C=CC(=C4)OC(=O)N(CCCl)CCCl.[Na+]. Cell line: CAKI-1. Synergy scores: CSS=32.3, Synergy_ZIP=-6.52, Synergy_Bliss=-9.97, Synergy_Loewe=-13.2, Synergy_HSA=-8.47. (5) Drug 1: CC1=CC=C(C=C1)C2=CC(=NN2C3=CC=C(C=C3)S(=O)(=O)N)C(F)(F)F. Drug 2: CN(C(=O)NC(C=O)C(C(C(CO)O)O)O)N=O. Cell line: RPMI-8226. Synergy scores: CSS=-3.45, Synergy_ZIP=-0.0174, Synergy_Bliss=-2.10, Synergy_Loewe=-4.99, Synergy_HSA=-4.92.